Regression. Given two drug SMILES strings and cell line genomic features, predict the synergy score measuring deviation from expected non-interaction effect. From a dataset of NCI-60 drug combinations with 297,098 pairs across 59 cell lines. Drug 1: C1=NC2=C(N=C(N=C2N1C3C(C(C(O3)CO)O)O)F)N. Drug 2: CCC1(C2=C(COC1=O)C(=O)N3CC4=CC5=C(C=CC(=C5CN(C)C)O)N=C4C3=C2)O.Cl. Cell line: SK-OV-3. Synergy scores: CSS=23.3, Synergy_ZIP=-7.19, Synergy_Bliss=-1.38, Synergy_Loewe=-7.94, Synergy_HSA=-2.66.